From a dataset of Full USPTO retrosynthesis dataset with 1.9M reactions from patents (1976-2016). Predict the reactants needed to synthesize the given product. (1) Given the product [C:12]1([C:10]2[O:9][N:8]=[C:2]([C:3]([O:5][CH2:6][CH3:7])=[O:4])[CH:11]=2)[CH:17]=[CH:16][CH:15]=[CH:14][CH:13]=1, predict the reactants needed to synthesize it. The reactants are: Cl/[C:2](=[N:8]\[OH:9])/[C:3]([O:5][CH2:6][CH3:7])=[O:4].[C:10]([C:12]1[CH:17]=[CH:16][CH:15]=[CH:14][CH:13]=1)#[CH:11].C(N(CC)CC)C. (2) Given the product [C:12]([NH:11][C:8]([C:5]1[CH:4]=[CH:3][C:2]([NH:1][C:20](=[O:21])[C:19]2[CH:23]=[CH:24][C:25]([O:26][CH3:27])=[C:17]([O:16][CH3:15])[CH:18]=2)=[CH:7][CH:6]=1)([CH3:10])[CH3:9])(=[O:14])[CH3:13], predict the reactants needed to synthesize it. The reactants are: [NH2:1][C:2]1[CH:7]=[CH:6][C:5]([C:8]([NH:11][C:12](=[O:14])[CH3:13])([CH3:10])[CH3:9])=[CH:4][CH:3]=1.[CH3:15][O:16][C:17]1[CH:18]=[C:19]([CH:23]=[CH:24][C:25]=1[O:26][CH3:27])[C:20](Cl)=[O:21].C(N(CC)CC)C. (3) The reactants are: [CH3:1][C:2]([O:4][C@H:5]1[C:14]2[C@@:15]3([CH3:30])[C@@H:26]([CH2:27][O:28][CH3:29])[O:25][C:23](=[O:24])[C:17]4=[CH:18][O:19][C:20]([C:21](=[O:22])[C:13]=2[C@@H:8]2[CH2:9][CH2:10][C@H:11]([OH:12])[C@@:7]2([CH3:31])[CH2:6]1)=[C:16]34)=[O:3].Cl.[NH2:33][CH2:34][CH2:35][SH:36].C(N(CC)CC)C.O. Given the product [C:2]([O:4][C@H:5]1[C:14]2[C@:15]3([CH3:30])[C:16](/[C:17](=[CH:18]/[NH:33][CH2:34][CH2:35][SH:36])/[C:23](=[O:24])[O:25][C@@H:26]3[CH2:27][O:28][CH3:29])=[C:20]([OH:19])[C:21](=[O:22])[C:13]=2[CH:8]2[C@@:7]([CH3:31])([C@@H:11]([OH:12])[CH2:10][CH2:9]2)[CH2:6]1)(=[O:3])[CH3:1], predict the reactants needed to synthesize it. (4) Given the product [C:1]([O:6][CH:7]([CH3:11])[CH2:8][O:10][CH3:9])(=[O:5])[CH3:2].[C:1]([O:6][CH2:7][CH:8]1[O:10][CH2:9]1)(=[O:5])[C:2]([CH3:4])=[CH2:3].[C:11]([O:16][CH2:17][C:18]1[CH:19]=[CH:20][CH:21]=[CH:22][CH:23]=1)(=[O:15])[C:12]([CH3:14])=[CH2:13], predict the reactants needed to synthesize it. The reactants are: [C:1]([O:6][CH2:7][CH:8]1[O:10][CH2:9]1)(=[O:5])[C:2]([CH3:4])=[CH2:3].[C:11]([O:16][CH2:17][C:18]1[CH:23]=[CH:22][CH:21]=[CH:20][CH:19]=1)(=[O:15])[C:12]([CH3:14])=[CH2:13].C(C(C)=O)C(C)C.N(C(C)(CC)C([O-])=O)=NC(C)(CC)C([O-])=O. (5) Given the product [NH2:53][C:44]1[C:43]2[N:42]=[C:41]([CH2:54][CH2:55][CH2:56][CH3:57])[N:40]([CH2:39][CH2:38][CH2:37][NH:36][C:11]([C:3]3[N:2]=[CH:1][C:10]4[C:5]([CH:4]=3)=[CH:6][CH:7]=[CH:8][CH:9]=4)=[O:13])[C:52]=2[C:51]2[CH:50]=[CH:49][CH:48]=[CH:47][C:46]=2[N:45]=1, predict the reactants needed to synthesize it. The reactants are: [CH:1]1[C:10]2[C:5](=[CH:6][CH:7]=[CH:8][CH:9]=2)[CH:4]=[C:3]([C:11]([OH:13])=O)[N:2]=1.ON1C2C=CC=CC=2N=N1.Cl.CN(C)CCCN=C=NCC.[NH2:36][CH2:37][CH2:38][CH2:39][N:40]1[C:52]2[C:51]3[CH:50]=[CH:49][CH:48]=[CH:47][C:46]=3[N:45]=[C:44]([NH2:53])[C:43]=2[N:42]=[C:41]1[CH2:54][CH2:55][CH2:56][CH3:57]. (6) Given the product [CH3:12][N:13]([CH3:17])[CH2:14][CH2:15][NH:16][C:7](=[O:9])[C:6]1[CH:5]=[CH:4][C:3]([CH:1]=[O:2])=[CH:11][CH:10]=1, predict the reactants needed to synthesize it. The reactants are: [CH:1]([C:3]1[CH:11]=[CH:10][C:6]([C:7]([OH:9])=O)=[CH:5][CH:4]=1)=[O:2].[CH3:12][N:13]([CH3:17])[CH2:14][CH2:15][NH2:16].CN(C(ON1N=NC2C=CC=NC1=2)=[N+](C)C)C.F[P-](F)(F)(F)(F)F.CN1CCOCC1. (7) Given the product [Br:15][C:11]1[C:10]([F:16])=[CH:9][CH:8]=[C:7]2[C:12]=1[CH2:13][CH2:14][N:5]1[C:3](=[O:4])[CH2:2][NH:1][C:18](=[O:20])[CH2:17][CH:6]12, predict the reactants needed to synthesize it. The reactants are: [NH2:1][CH2:2][C:3]([N:5]1[CH2:14][CH2:13][C:12]2[C:7](=[CH:8][CH:9]=[C:10]([F:16])[C:11]=2[Br:15])[CH:6]1[CH2:17][C:18]([OH:20])=O)=[O:4].C(N(CC)CC)C.O.